Dataset: Reaction yield outcomes from USPTO patents with 853,638 reactions. Task: Predict the reaction yield, written as a fraction of the theoretical maximum amount of product (1.0 means a 100% yield; for example, 0.34 means a 34% yield). (1) The reactants are [C:1]1([C:7]2[CH:12]=[CH:11][CH:10]=[CH:9][N:8]=2)[CH:6]=[CH:5][CH:4]=[CH:3][CH:2]=1.[Br:13]Br. The catalyst is C(Cl)(Cl)Cl.[Fe]. The product is [Br:13][C:6]1[CH:5]=[CH:4][CH:3]=[CH:2][C:1]=1[C:7]1[CH:12]=[CH:11][CH:10]=[CH:9][N:8]=1. The yield is 0.354. (2) The reactants are [ClH:1].[CH3:2][N:3]1[CH2:8][CH2:7][N:6]([C:9]2[CH:14]=[CH:13][C:12]([NH:15][C:16]([NH2:18])=[NH:17])=[CH:11][CH:10]=2)[CH2:5][CH2:4]1.[OH-].[Na+].[CH:21](O)([CH3:23])[CH3:22]. No catalyst specified. The product is [Cl:1][C:22]1[N:6]=[CH:9][C:10]([C:11]2[CH:12]=[CH:13][N:18]=[C:16]([NH:15][C:12]3[CH:11]=[CH:10][C:9]([N:6]4[CH2:7][CH2:8][N:3]([CH3:2])[CH2:4][CH2:5]4)=[CH:14][CH:13]=3)[N:17]=2)=[CH:23][CH:21]=1. The yield is 0.330. (3) The reactants are [CH2:1]([O:4]N1C(=O)N2C[C@H]1C(C)=C[C@H]2CO[Si](C(C)(C)C)(C)C)C=C.[CH2:24]([O:27][NH:28][C@@H:29]1[C:34]([C:35]([NH:37][CH3:38])=[O:36])=[CH:33][C@@H:32]([CH2:39][O:40][CH3:41])[NH:31][CH2:30]1)[CH:25]=[CH2:26]. No catalyst specified. The product is [CH2:24]([O:27][N:28]1[C:1](=[O:4])[N:31]2[CH2:30][C@H:29]1[C:34]([C:35]([NH:37][CH3:38])=[O:36])=[CH:33][C@H:32]2[CH2:39][O:40][CH3:41])[CH:25]=[CH2:26]. The yield is 0.680. (4) The reactants are Cl.[NH:2]1[C:6]2=[N:7][CH:8]=[CH:9][C:10]([O:11][C:12]3[CH:17]=[CH:16][C:15]([NH:18]C4C(C(NC5C=CC(F)=CC=5F)=O)=CN=CC=4)=[CH:14][C:13]=3[F:36])=[C:5]2[CH:4]=[CH:3]1.F[C:38]1[N:46]=[CH:45][CH:44]=[CH:43][C:39]=1[C:40]([OH:42])=[O:41].Cl. The catalyst is CN1C(=O)CCC1. The product is [NH:2]1[C:6]2=[N:7][CH:8]=[CH:9][C:10]([O:11][C:12]3[CH:17]=[CH:16][C:15]([NH:18][C:38]4[N:46]=[CH:45][CH:44]=[CH:43][C:39]=4[C:40]([OH:42])=[O:41])=[CH:14][C:13]=3[F:36])=[C:5]2[CH:4]=[CH:3]1. The yield is 0.820. (5) The reactants are [C:1]([C:5]1[N:10]=[C:9]([N:11]2[CH2:16][CH2:15][N:14]([CH2:17][CH2:18][CH2:19][CH2:20][NH2:21])[CH2:13][CH2:12]2)[CH:8]=[C:7]([C:22]([F:25])([F:24])[F:23])[N:6]=1)([CH3:4])([CH3:3])[CH3:2].C1N=CN([C:31](N2C=NC=C2)=[O:32])C=1.[C:38]([N:46]1[CH2:51][CH2:50][NH:49][CH2:48][CH2:47]1)(=[O:45])[C:39]1[CH:44]=[CH:43][CH:42]=[CH:41][CH:40]=1. The catalyst is C(Cl)(Cl)Cl.CO. The product is [C:38]([N:46]1[CH2:51][CH2:50][N:49]([C:31]([NH:21][CH2:20][CH2:19][CH2:18][CH2:17][N:14]2[CH2:15][CH2:16][N:11]([C:9]3[CH:8]=[C:7]([C:22]([F:24])([F:25])[F:23])[N:6]=[C:5]([C:1]([CH3:4])([CH3:2])[CH3:3])[N:10]=3)[CH2:12][CH2:13]2)=[O:32])[CH2:48][CH2:47]1)(=[O:45])[C:39]1[CH:44]=[CH:43][CH:42]=[CH:41][CH:40]=1. The yield is 0.270. (6) The reactants are C(OC([N:11]1[CH2:19][CH2:18][C:13]2([O:17][CH2:16][CH2:15][O:14]2)[CH2:12]1)=O)C1C=CC=CC=1. The catalyst is C(O)C.[Pd]. The product is [O:14]1[C:13]2([CH2:18][CH2:19][NH:11][CH2:12]2)[O:17][CH2:16][CH2:15]1. The yield is 0.993.